Dataset: Retrosynthesis with 50K atom-mapped reactions and 10 reaction types from USPTO. Task: Predict the reactants needed to synthesize the given product. Given the product NC(=O)c1ccc(Oc2ccc3c(c2)CCCC3NCc2ccccc2)cc1, predict the reactants needed to synthesize it. The reactants are: NC(=O)c1ccc(Oc2ccc3c(c2)CCCC3=O)cc1.NCc1ccccc1.